From a dataset of Catalyst prediction with 721,799 reactions and 888 catalyst types from USPTO. Predict which catalyst facilitates the given reaction. Reactant: C(N(CC)CC)C.[CH3:8][N:9]([CH3:14])[CH2:10][CH2:11][NH:12][CH3:13].O1CCCC1.[Cl:20][C:21]1[CH:22]=[C:23]([S:28](Cl)(=[O:30])=[O:29])[CH:24]=[N:25][C:26]=1[Cl:27]. Product: [Cl:20][C:21]1[CH:22]=[C:23]([S:28]([N:12]([CH2:11][CH2:10][N:9]([CH3:14])[CH3:8])[CH3:13])(=[O:30])=[O:29])[CH:24]=[N:25][C:26]=1[Cl:27]. The catalyst class is: 6.